This data is from Forward reaction prediction with 1.9M reactions from USPTO patents (1976-2016). The task is: Predict the product of the given reaction. Given the reactants [CH3:1][C:2]1[C:32]([CH3:33])=[CH:31][CH:30]=[CH:29][C:3]=1[CH2:4][N:5]1[CH2:9][CH2:8][C@@H:7]([NH:10][C:11]2[N:12]=[CH:13][C:14](/[CH:17]=[CH:18]/[C:19]([NH:21][O:22]C3CCCCO3)=[O:20])=[N:15][CH:16]=2)[CH2:6]1.[ClH:34], predict the reaction product. The product is: [ClH:34].[ClH:34].[CH3:1][C:2]1[C:32]([CH3:33])=[CH:31][CH:30]=[CH:29][C:3]=1[CH2:4][N:5]1[CH2:9][CH2:8][C@@H:7]([NH:10][C:11]2[N:12]=[CH:13][C:14](/[CH:17]=[CH:18]/[C:19]([NH:21][OH:22])=[O:20])=[N:15][CH:16]=2)[CH2:6]1.